Dataset: Forward reaction prediction with 1.9M reactions from USPTO patents (1976-2016). Task: Predict the product of the given reaction. (1) Given the reactants [Br:1][C:2]1[N:7]2[CH:8]=[CH:9][N:10]=[C:6]2[C:5]([NH:11][C:12]2[CH:27]=[CH:26][C:15]([C:16]([NH:18][CH2:19][CH2:20][N:21]([CH2:24][CH3:25])[CH2:22][CH3:23])=[O:17])=[CH:14][CH:13]=2)=[N:4][CH:3]=1.CC1(C)C(C)(C)OB(C2C=NNC=2)O1.CC([O-])(C)C.[Na+], predict the reaction product. The product is: [NH3:4].[Br:1][C:2]1[N:7]2[CH:8]=[CH:9][N:10]=[C:6]2[C:5]([NH:11][C:12]2[CH:27]=[CH:26][C:15]([C:16]([NH:18][CH2:19][CH2:20][N:21]([CH2:24][CH3:25])[CH2:22][CH3:23])=[O:17])=[CH:14][CH:13]=2)=[N:4][CH:3]=1. (2) Given the reactants C(Cl)(=O)C(Cl)=O.[Cl:7][C:8]1[CH:13]=[CH:12][C:11]([C:14]2[S:18][C:17]([C:19](O)=[O:20])=[C:16]([C:22]3[CH:27]=[CH:26][C:25]([S:28](=[O:31])(=[O:30])[NH2:29])=[CH:24][CH:23]=3)[CH:15]=2)=[CH:10][CH:9]=1.[CH3:32][N:33]([CH:35]=O)[CH3:34].C(N(CC)CC)C.Cl.[CH3:45][NH:46][O:47][CH3:48], predict the reaction product. The product is: [Cl:7][C:8]1[CH:13]=[CH:12][C:11]([C:14]2[S:18][C:17]([C:19]([N:46]([O:47][CH3:48])[CH3:45])=[O:20])=[C:16]([C:22]3[CH:23]=[CH:24][C:25]([S:28](=[O:31])(=[O:30])[N:29]=[CH:35][N:33]([CH3:32])[CH3:34])=[CH:26][CH:27]=3)[CH:15]=2)=[CH:10][CH:9]=1. (3) Given the reactants [CH:1]1[C:13]2[CH:12]([O:14][C:15](=[O:44])[N:16]([CH3:43])[C@@H:17]([CH:40]([CH3:42])[CH3:41])[C:18]([NH:20][C@@H:21]([CH2:33][CH2:34][CH2:35][NH:36][C:37]([NH2:39])=[O:38])[C:22]([NH:24][C:25]3[CH:30]=[CH:29][C:28]([CH2:31][OH:32])=[CH:27][CH:26]=3)=[O:23])=[O:19])[C:11]3[C:6](=[CH:7][CH:8]=[CH:9][CH:10]=3)[C:5]=2[CH:4]=[CH:3][CH:2]=1.[C:45](=O)([O:56]C1C=CC([N+]([O-])=O)=CC=1)[O:46][C:47]1[CH:52]=[CH:51][C:50]([N+:53]([O-:55])=[O:54])=[CH:49][CH:48]=1.CCN(C(C)C)C(C)C.CCOCC, predict the reaction product. The product is: [CH:1]1[C:13]2[CH:12]([O:14][C:15](=[O:44])[N:16]([CH3:43])[C@@H:17]([CH:40]([CH3:41])[CH3:42])[C:18]([NH:20][C@@H:21]([CH2:33][CH2:34][CH2:35][NH:36][C:37]([NH2:39])=[O:38])[C:22]([NH:24][C:25]3[CH:26]=[CH:27][C:28]([CH2:31][O:32][C:45]([O:46][C:47]4[CH:48]=[CH:49][C:50]([N+:53]([O-:55])=[O:54])=[CH:51][CH:52]=4)=[O:56])=[CH:29][CH:30]=3)=[O:23])=[O:19])[C:11]3[C:6](=[CH:7][CH:8]=[CH:9][CH:10]=3)[C:5]=2[CH:4]=[CH:3][CH:2]=1. (4) Given the reactants [F:1][C:2]1[C:11]2[C:10]([S:12]([Cl:15])(=[O:14])=[O:13])=[CH:9][CH:8]=[CH:7][C:6]=2[CH:5]=[N:4][CH:3]=1.[C:16]([O:20][C:21]([NH:23][CH:24]1[CH2:29][CH2:28][CH2:27][NH:26][CH2:25]1)=[O:22])([CH3:19])([CH3:18])[CH3:17], predict the reaction product. The product is: [C:16]([O:20][C:21]([NH:23][C@H:24]1[CH2:29][CH2:28][CH2:27][N:26]([S:12]([C:10]2[C:11]3[C:2]([F:1])=[CH:3][N:4]=[CH:5][C:6]=3[CH:7]=[CH:8][CH:9]=2)(=[O:14])=[O:13])[CH2:25]1)=[O:22])([CH3:19])([CH3:17])[CH3:18].[NH2:23][C@H:24]1[CH2:29][CH2:28][CH2:27][N:26]([S:12]([C:10]2[C:11]3[C:2]([F:1])=[CH:3][N:4]=[CH:5][C:6]=3[CH:7]=[CH:8][CH:9]=2)(=[O:14])=[O:13])[CH2:25]1.[ClH:15]. (5) Given the reactants [NH2:1][CH2:2][C@@H:3]1[C@H:8]([CH3:9])[CH2:7][CH2:6][CH2:5][N:4]1[C:10]([C:12]1[CH:17]=[C:16]([CH3:18])[CH:15]=[CH:14][C:13]=1[C:19]1[CH:24]=[CH:23][CH:22]=[CH:21][N:20]=1)=[O:11].Br[C:26]1[CH:31]=[CH:30][C:29]([F:32])=[CH:28][N:27]=1, predict the reaction product. The product is: [F:32][C:29]1[CH:30]=[CH:31][C:26]([NH:1][CH2:2][C@@H:3]2[C@H:8]([CH3:9])[CH2:7][CH2:6][CH2:5][N:4]2[C:10]([C:12]2[CH:17]=[C:16]([CH3:18])[CH:15]=[CH:14][C:13]=2[C:19]2[CH:24]=[CH:23][CH:22]=[CH:21][N:20]=2)=[O:11])=[N:27][CH:28]=1. (6) Given the reactants BrCC(N(CC)CC)=O.[NH2:10][C:11]1[CH:16]=[CH:15][C:14]([CH3:17])=[CH:13][CH:12]=1.[CH:18]([C:21]1[CH:22]=[CH:23][C:24]([S:27](Cl)(=[O:29])=[O:28])=[N:25][CH:26]=1)([CH3:20])[CH3:19], predict the reaction product. The product is: [C:14]1([CH3:17])[CH:15]=[CH:16][C:11]([NH:10][S:27]([C:24]2[CH:23]=[CH:22][C:21]([CH:18]([CH3:20])[CH3:19])=[CH:26][N:25]=2)(=[O:28])=[O:29])=[CH:12][CH:13]=1. (7) Given the reactants [Si:1]([O:8][CH2:9][CH2:10][CH2:11][NH:12][C:13]1[CH:18]=[CH:17][C:16]([NH:19][S:20]([C:23]2[CH:28]=[CH:27][C:26]([NH:29][C:30](=[O:32])[CH3:31])=[CH:25][CH:24]=2)(=[O:22])=[O:21])=[CH:15][C:14]=1[N+:33]([O-])=O)([C:4]([CH3:7])([CH3:6])[CH3:5])([CH3:3])[CH3:2], predict the reaction product. The product is: [NH2:33][C:14]1[CH:15]=[C:16]([NH:19][S:20]([C:23]2[CH:28]=[CH:27][C:26]([NH:29][C:30](=[O:32])[CH3:31])=[CH:25][CH:24]=2)(=[O:22])=[O:21])[CH:17]=[CH:18][C:13]=1[NH:12][CH2:11][CH2:10][CH2:9][O:8][Si:1]([C:4]([CH3:7])([CH3:6])[CH3:5])([CH3:3])[CH3:2].